The task is: Predict the reaction yield, written as a fraction of the theoretical maximum amount of product (1.0 means a 100% yield; for example, 0.34 means a 34% yield).. This data is from Reaction yield outcomes from USPTO patents with 853,638 reactions. (1) The reactants are [Br:1][C:2]1[CH:3]=[C:4]2[C:11]3([C:15](=[O:16])[N:14]([CH2:17][CH2:18][CH:19]4[CH2:21][CH2:20]4)[C:13](SCCC4CC4)=[N:12]3)[CH2:10][CH:9]([C:28]3[CH:33]=[CH:32][CH:31]=[CH:30][CH:29]=3)[O:8][C:5]2=[CH:6][CH:7]=1.[NH4+:34].[I-].N.CCO. No catalyst specified. The product is [NH2:34][C:13]1[N:14]([CH2:17][CH2:18][CH:19]2[CH2:21][CH2:20]2)[C:15](=[O:16])[C:11]2([C:4]3[C:5](=[CH:6][CH:7]=[C:2]([Br:1])[CH:3]=3)[O:8][CH:9]([C:28]3[CH:33]=[CH:32][CH:31]=[CH:30][CH:29]=3)[CH2:10]2)[N:12]=1. The yield is 0.240. (2) The reactants are [CH:1]1([C:4]2[CH:9]=[CH:8][CH:7]=[C:6]([CH3:10])[C:5]=2[OH:11])[CH2:3][CH2:2]1.ClC1C=CC=CC=1Cl.[OH-].[Na+].[OH:22][C:23]1[CH:28]=[C:27]([Cl:29])[N:26]=[N:25][C:24]=1Cl. The catalyst is C(O)(C)(C)C. The product is [Cl:29][C:27]1[N:26]=[N:25][C:24]([O:11][C:5]2[C:6]([CH3:10])=[CH:7][CH:8]=[CH:9][C:4]=2[CH:1]2[CH2:3][CH2:2]2)=[C:23]([OH:22])[CH:28]=1. The yield is 0.860. (3) The reactants are C(C1[CH:4]=[C:5]([C:16]([NH:18][CH2:19][C:20]2[C:21](=[O:30])[NH:22][C:23]([CH3:29])=[CH:24][C:25]=2[CH2:26][CH2:27][CH3:28])=[O:17])[C:6]2[C:7]([CH3:15])=[CH:8][N:9]([CH:12]([CH3:14])[CH3:13])[C:10]=2[CH:11]=1)#N.[OH-].[K+].C(O)C.CC[O:38][C:39]([CH3:41])=[O:40]. No catalyst specified. The product is [CH3:15][C:7]1[C:6]2[C:10](=[CH:11][C:41]([C:39]([OH:38])=[O:40])=[CH:4][C:5]=2[C:16]([NH:18][CH2:19][C:20]2[C:21](=[O:30])[NH:22][C:23]([CH3:29])=[CH:24][C:25]=2[CH2:26][CH2:27][CH3:28])=[O:17])[N:9]([CH:12]([CH3:13])[CH3:14])[CH:8]=1. The yield is 0.649. (4) The reactants are [NH2:1][C:2]1[C:7]([CH2:8][NH:9][C:10]([NH:12][CH:13]2[CH2:18][CH2:17][CH2:16][CH2:15][CH2:14]2)=[O:11])=[C:6]([CH:19]2[CH2:24][CH2:23][CH2:22][N:21]([C:25]([O:27][C:28]([CH3:31])([CH3:30])[CH3:29])=[O:26])[CH2:20]2)[CH:5]=[C:4]([C:32]2[C:37]([OH:38])=[CH:36][CH:35]=[CH:34][C:33]=2[O:39][CH2:40][CH:41]2[CH2:43][CH2:42]2)[N:3]=1.C(N(CC)CC)C.Cl[C:52](Cl)([O:54]C(=O)OC(Cl)(Cl)Cl)Cl. The catalyst is O1CCCC1. The product is [CH:13]1([NH:12][C:10]([N:9]2[CH2:8][C:7]3[C:6]([CH:19]4[CH2:24][CH2:23][CH2:22][N:21]([C:25]([O:27][C:28]([CH3:31])([CH3:30])[CH3:29])=[O:26])[CH2:20]4)=[CH:5][C:4]([C:32]4[C:37]([OH:38])=[CH:36][CH:35]=[CH:34][C:33]=4[O:39][CH2:40][CH:41]4[CH2:43][CH2:42]4)=[N:3][C:2]=3[NH:1][C:52]2=[O:54])=[O:11])[CH2:18][CH2:17][CH2:16][CH2:15][CH2:14]1. The yield is 0.520. (5) The reactants are I[C:2]1[CH:12]=[N:11][C:5]2[NH:6][CH2:7][C:8](=[O:10])[NH:9][C:4]=2[CH:3]=1.[CH2:13]([O:15][C:16]([C:18]1[CH:23]=[CH:22][C:21](B(O)O)=[CH:20][CH:19]=1)=[O:17])[CH3:14]. No catalyst specified. The product is [CH2:13]([O:15][C:16](=[O:17])[C:18]1[CH:23]=[CH:22][C:21]([C:2]2[CH:12]=[N:11][C:5]3[NH:6][CH2:7][C:8](=[O:10])[NH:9][C:4]=3[CH:3]=2)=[CH:20][CH:19]=1)[CH3:14]. The yield is 0.790.